This data is from Reaction yield outcomes from USPTO patents with 853,638 reactions. The task is: Predict the reaction yield, written as a fraction of the theoretical maximum amount of product (1.0 means a 100% yield; for example, 0.34 means a 34% yield). (1) The reactants are [Cl:1][C:2]1[N:3]=[C:4]([C:9]([NH:11][C:12]2[CH:13]=[C:14]3[C:18](=[CH:19][CH:20]=2)[CH2:17][N:16]([C:21]2[S:22][C:23]([C:26]([O:28]CC)=[O:27])=[CH:24][N:25]=2)[CH2:15]3)=[O:10])[NH:5][C:6]=1[CH2:7][CH3:8].[OH-].[Li+].CO. The catalyst is ClCCl. The product is [Cl:1][C:2]1[N:3]=[C:4]([C:9]([NH:11][C:12]2[CH:13]=[C:14]3[C:18](=[CH:19][CH:20]=2)[CH2:17][N:16]([C:21]2[S:22][C:23]([C:26]([OH:28])=[O:27])=[CH:24][N:25]=2)[CH2:15]3)=[O:10])[NH:5][C:6]=1[CH2:7][CH3:8]. The yield is 0.570. (2) The reactants are [S:1]1[C:5]([CH2:6][O:7][C:8]([NH:10][C@H:11]([CH2:33][C:34]2[CH:39]=[CH:38][CH:37]=[CH:36][CH:35]=2)[CH2:12][NH:13][CH2:14][C@@H:15]([NH:23][C:24]([O:26][CH2:27][C:28]2[S:32][CH:31]=[N:30][CH:29]=2)=[O:25])[CH2:16][C:17]2[CH:22]=[CH:21][CH:20]=[CH:19][CH:18]=2)=[O:9])=[CH:4][N:3]=[CH:2]1.C(N(CC)CC)C.[C:47](Cl)(=[O:54])[C:48]1[CH:53]=[CH:52][CH:51]=[CH:50][CH:49]=1.C(OCC)(=O)C. The catalyst is ClCCCl. The product is [C:47]([N:13]([CH2:14][C@H:15]([NH:23][C:24]([O:26][CH2:27][C:28]1[S:32][CH:31]=[N:30][CH:29]=1)=[O:25])[CH2:16][C:17]1[CH:18]=[CH:19][CH:20]=[CH:21][CH:22]=1)[CH2:12][C@@H:11]([NH:10][C:8]([O:7][CH2:6][C:5]1[S:1][CH:2]=[N:3][CH:4]=1)=[O:9])[CH2:33][C:34]1[CH:39]=[CH:38][CH:37]=[CH:36][CH:35]=1)(=[O:54])[C:48]1[CH:53]=[CH:52][CH:51]=[CH:50][CH:49]=1. The yield is 0.480. (3) The reactants are [F:1][C:2]1[CH:7]=[CH:6][C:5]([C:8]2[C:16]3[C:11](=[CH:12][CH:13]=[C:14]([NH:17][C:18]([C:20]4[CH:28]=[CH:27][C:23]([C:24](O)=[O:25])=[CH:22][CH:21]=4)=[O:19])[CH:15]=3)[NH:10][N:9]=2)=[CH:4][CH:3]=1.[Cl-].[NH4+:30]. The catalyst is [OH-].[NH4+]. The product is [F:1][C:2]1[CH:3]=[CH:4][C:5]([C:8]2[C:16]3[C:11](=[CH:12][CH:13]=[C:14]([NH:17][C:18]([C:20]4[CH:21]=[CH:22][C:23]([C:24]([NH2:30])=[O:25])=[CH:27][CH:28]=4)=[O:19])[CH:15]=3)[NH:10][N:9]=2)=[CH:6][CH:7]=1. The yield is 0.130.